Dataset: Catalyst prediction with 721,799 reactions and 888 catalyst types from USPTO. Task: Predict which catalyst facilitates the given reaction. The catalyst class is: 5. Product: [CH2:15]([NH:13][C:11](=[O:12])[CH2:10][CH2:9][S:8][S:7][CH2:6][CH2:2][C:3]([NH:5][CH2:15][CH2:16][CH2:17][CH2:18][CH2:19][CH2:20][CH2:21][CH3:22])=[O:4])[CH2:16][CH2:17][CH2:18][CH2:19][CH2:20][CH2:21][CH3:22]. Reactant: C[C:2](C)([CH2:6][S:7][S:8][CH2:9][CH2:10][C:11]([NH2:13])=[O:12])[C:3]([NH2:5])=[O:4].[CH2:15](N)[CH2:16][CH2:17][CH2:18][CH2:19][CH2:20][CH2:21][CH3:22].